This data is from Catalyst prediction with 721,799 reactions and 888 catalyst types from USPTO. The task is: Predict which catalyst facilitates the given reaction. (1) Reactant: [CH3:1][O:2][C:3](=[O:19])[CH2:4][C:5]1[CH:10]=[CH:9][C:8]([C:11]2[CH:16]=[CH:15][CH:14]=[C:13]([CH:17]=O)[CH:12]=2)=[CH:7][CH:6]=1.C(O)(=O)C.[CH2:24]1[C:32]2[C:27](=[CH:28][CH:29]=[CH:30][CH:31]=2)[CH2:26][NH:25]1.C(O[BH-](OC(=O)C)OC(=O)C)(=O)C.[Na+]. Product: [CH3:1][O:2][C:3](=[O:19])[CH2:4][C:5]1[CH:10]=[CH:9][C:8]([C:11]2[CH:16]=[CH:15][CH:14]=[C:13]([CH2:17][N:25]3[CH2:26][C:27]4[C:32](=[CH:31][CH:30]=[CH:29][CH:28]=4)[CH2:24]3)[CH:12]=2)=[CH:7][CH:6]=1. The catalyst class is: 5. (2) Reactant: [C:1]1([S:7]([N:10]2[CH:33]=[C:14]3[CH2:15][CH:16]([N:23]([CH:30]4[CH2:32][CH2:31]4)C(=O)C(F)(F)F)[C:17]4[CH2:18][C:19](=[O:22])[CH:20]=[CH:21][C:12]([C:13]=43)=[CH:11]2)(=[O:9])=[O:8])[CH:6]=[CH:5][CH:4]=[CH:3][CH:2]=1.O. Product: [C:1]1([S:7]([N:10]2[CH:33]=[C:14]3[CH2:15][CH:16]([NH:23][CH:30]4[CH2:31][CH2:32]4)[C:17]4[CH2:18][C:19](=[O:22])[CH:20]=[CH:21][C:12]([C:13]=43)=[CH:11]2)(=[O:9])=[O:8])[CH:6]=[CH:5][CH:4]=[CH:3][CH:2]=1. The catalyst class is: 8. (3) Reactant: [CH3:1][O:2][C:3]1[CH:4]=[C:5]2[C:10](=[CH:11][C:12]=1[O:13][CH3:14])[N:9]=[CH:8][CH:7]=[C:6]2[O:15][C:16]1[CH:22]=[CH:21][C:19]([NH2:20])=[C:18]([CH3:23])[CH:17]=1.C(N(CC)CC)C.ClC(Cl)(O[C:35](=[O:41])OC(Cl)(Cl)Cl)Cl.[F:43][C:44]1[CH:49]=[CH:48][C:47]([C@H:50]([NH2:52])[CH3:51])=[CH:46][CH:45]=1. Product: [CH3:1][O:2][C:3]1[CH:4]=[C:5]2[C:10](=[CH:11][C:12]=1[O:13][CH3:14])[N:9]=[CH:8][CH:7]=[C:6]2[O:15][C:16]1[CH:22]=[CH:21][C:19]([NH:20][C:35]([NH:52][C@@H:50]([C:47]2[CH:48]=[CH:49][C:44]([F:43])=[CH:45][CH:46]=2)[CH3:51])=[O:41])=[C:18]([CH3:23])[CH:17]=1. The catalyst class is: 22. (4) Reactant: [CH3:1][C:2]1[CH:3]=[C:4]([CH2:8][C:9]#[N:10])[CH:5]=[CH:6][CH:7]=1.O.[C:12]([OH:16])(=[O:15])[CH:13]=O.C(=O)([O-])[O-].[K+:21].[K+]. Product: [C:9]([C:8]([C:4]1[CH:5]=[CH:6][CH:7]=[C:2]([CH3:1])[CH:3]=1)=[CH:13][C:12]([O-:16])=[O:15])#[N:10].[K+:21]. The catalyst class is: 5. (5) Reactant: [CH2:1]([OH:8])[C:2]1[CH:7]=[CH:6][CH:5]=[CH:4][CH:3]=1.[H-].[Na+].[C:11]([C:13]1[CH:14]=[C:15]([C:20]2[O:24][N:23]=[C:22]([C:25]3[CH:42]=[CH:41][C:28]4[CH2:29][CH2:30][N:31]([C:34]([O:36][C:37]([CH3:40])([CH3:39])[CH3:38])=[O:35])[CH2:32][CH2:33][C:27]=4[CH:26]=3)[N:21]=2)[CH:16]=[CH:17][C:18]=1F)#[N:12]. Product: [C:11]([C:13]1[CH:14]=[C:15]([C:20]2[O:24][N:23]=[C:22]([C:25]3[CH:42]=[CH:41][C:28]4[CH2:29][CH2:30][N:31]([C:34]([O:36][C:37]([CH3:38])([CH3:39])[CH3:40])=[O:35])[CH2:32][CH2:33][C:27]=4[CH:26]=3)[N:21]=2)[CH:16]=[CH:17][C:18]=1[O:8][CH2:1][C:2]1[CH:7]=[CH:6][CH:5]=[CH:4][CH:3]=1)#[N:12]. The catalyst class is: 1. (6) Reactant: [OH-].[Na+].[CH:3]([C:8]1[CH:18]=[CH:17][C:11]([C:12]([O:14]CC)=[O:13])=[CH:10][CH:9]=1)=[CH:4][CH2:5][CH2:6][CH3:7]. Product: [CH:3]([C:8]1[CH:9]=[CH:10][C:11]([C:12]([OH:14])=[O:13])=[CH:17][CH:18]=1)=[CH:4][CH2:5][CH2:6][CH3:7]. The catalyst class is: 5.